The task is: Predict the reaction yield, written as a fraction of the theoretical maximum amount of product (1.0 means a 100% yield; for example, 0.34 means a 34% yield).. This data is from Reaction yield outcomes from USPTO patents with 853,638 reactions. (1) The reactants are [C:1]([C:3]1[C:4]([CH3:14])=[CH:5][C:6]([CH3:13])=[C:7]([CH:12]=1)[C:8]([O:10][CH3:11])=[O:9])#[N:2].P(OCC)(OCC)([S-])=[S:16]. The catalyst is O1CCCC1.O. The product is [C:1]([C:3]1[C:4]([CH3:14])=[CH:5][C:6]([CH3:13])=[C:7]([CH:12]=1)[C:8]([O:10][CH3:11])=[O:9])(=[S:16])[NH2:2]. The yield is 0.570. (2) The reactants are [Cl:1][C:2]1[N:11]=[C:10]([NH:12][C:13]2[CH:14]=[N:15][C:16]([O:19][CH3:20])=[CH:17][CH:18]=2)[C:9]2[C:4](=[CH:5][CH:6]=[CH:7][CH:8]=2)[N:3]=1.[CH3:21]I.[H-].[Na+]. The catalyst is CN(C=O)C. The yield is 0.700. The product is [Cl:1][C:2]1[N:11]=[C:10]([N:12]([C:13]2[CH:14]=[N:15][C:16]([O:19][CH3:20])=[CH:17][CH:18]=2)[CH3:21])[C:9]2[C:4](=[CH:5][CH:6]=[CH:7][CH:8]=2)[N:3]=1. (3) The reactants are [CH3:1][O-:2].[Na+].[CH2:4]([O:6][CH:7]([O:10][CH2:11][CH3:12])[C:8]#[N:9])[CH3:5]. The catalyst is CO.O. The product is [CH2:4]([O:6][CH:7]([O:10][CH2:11][CH3:12])[C:8](=[NH:9])[O:2][CH3:1])[CH3:5]. The yield is 0.770. (4) The reactants are [CH3:1][N:2]([CH2:4][CH2:5][N:6]1[C:20](=[O:21])[C:15]2=[CH:16][C:17]([NH2:19])=[CH:18][C:13]3[C:14]2=[C:9]([CH:10]=[CH:11][CH:12]=3)[C:7]1=[O:8])[CH3:3].[Cl:22][C:23]1[CH:28]=[CH:27][C:26]([N:29]=[C:30]=[S:31])=[CH:25][CH:24]=1. The catalyst is C(#N)C. The product is [CH3:3][N:2]([CH3:1])[CH2:4][CH2:5][N:6]1[C:20](=[O:21])[C:15]2[CH:16]=[C:17]([NH:19][C:30]([NH:29][C:26]3[CH:27]=[CH:28][C:23]([Cl:22])=[CH:24][CH:25]=3)=[S:31])[CH:18]=[C:13]3[C:14]=2[C:9](=[CH:10][CH:11]=[CH:12]3)[C:7]1=[O:8]. The yield is 0.600. (5) The reactants are [F:1][C:2]1[CH:3]=[C:4](B(O)O)[CH:5]=[CH:6][C:7]=1[S:8][CH3:9].[CH2:13]([N:20]1[C:25](=[O:26])[C:24]([O:27][CH3:28])=[C:23](Br)[CH:22]=[N:21]1)[C:14]1[CH:19]=[CH:18][CH:17]=[CH:16][CH:15]=1. No catalyst specified. The product is [CH2:13]([N:20]1[C:25](=[O:26])[C:24]([O:27][CH3:28])=[C:23]([C:4]2[CH:5]=[CH:6][C:7]([S:8][CH3:9])=[C:2]([F:1])[CH:3]=2)[CH:22]=[N:21]1)[C:14]1[CH:15]=[CH:16][CH:17]=[CH:18][CH:19]=1. The yield is 0.910. (6) The reactants are CN(C)C(N(C)C)=N.[CH3:9][O:10][C:11](=[O:40])[CH:12](P(OC)(OC)=O)[NH:13][C:14](=[O:33])[C:15]1[CH:20]=[CH:19][C:18]([CH:21]([OH:31])[CH2:22][CH2:23][C:24]2[CH:29]=[CH:28][CH:27]=[C:26]([OH:30])[CH:25]=2)=[CH:17][C:16]=1[Cl:32].[N:41]1[C:50]2[C:45](=[CH:46][CH:47]=[CH:48][CH:49]=2)[CH:44]=[C:43]([CH:51]=O)[CH:42]=1. The catalyst is O1CCCC1. The product is [CH3:9][O:10][C:11](=[O:40])/[C:12](/[NH:13][C:14](=[O:33])[C:15]1[CH:20]=[CH:19][C:18]([CH:21]([OH:31])[CH2:22][CH2:23][C:24]2[CH:29]=[CH:28][CH:27]=[C:26]([OH:30])[CH:25]=2)=[CH:17][C:16]=1[Cl:32])=[CH:51]/[C:43]1[CH:42]=[N:41][C:50]2[C:45]([CH:44]=1)=[CH:46][CH:47]=[CH:48][CH:49]=2. The yield is 0.750.